From a dataset of Full USPTO retrosynthesis dataset with 1.9M reactions from patents (1976-2016). Predict the reactants needed to synthesize the given product. (1) Given the product [Br:1][C:2]1[CH:3]=[C:4]([N+:19]([O-:21])=[O:20])[C:5]([CH3:8])=[N:6][CH:7]=1, predict the reactants needed to synthesize it. The reactants are: [Br:1][C:2]1[CH:3]=[C:4]([N+:19]([O-:21])=[O:20])[C:5]([CH:8](C(OCC)=O)C(OCC)=O)=[N:6][CH:7]=1.Cl. (2) Given the product [NH2:5][C:4]1[C:3]2[C:2]([Cl:1])=[CH:9][CH:8]=[CH:7][C:6]=2[S:10][C:13]=1[C:12](=[O:11])[CH3:19], predict the reactants needed to synthesize it. The reactants are: [Cl:1][C:2]1[CH:9]=[CH:8][CH:7]=[C:6]([SH:10])[C:3]=1[C:4]#[N:5].[OH:11][C:12]1[CH:19]=CC=C[C:13]=1C#N. (3) The reactants are: Br[C:2]1[CH:7]=[CH:6][C:5]([C:8]([N:10]2[CH2:15][CH2:14][N:13]([C:16]3[C:21]([CH3:22])=[CH:20][C:19]([CH:23]4[CH2:25][CH2:24]4)=[CH:18][N:17]=3)[CH2:12][CH2:11]2)=[O:9])=[C:4]([CH3:26])[CH:3]=1.[CH3:27][C@@H:28]1[CH2:32][O:31][C:30](=[O:33])[NH:29]1. Given the product [CH:23]1([C:19]2[CH:20]=[C:21]([CH3:22])[C:16]([N:13]3[CH2:14][CH2:15][N:10]([C:8]([C:5]4[CH:6]=[CH:7][C:2]([N:29]5[C@H:28]([CH3:27])[CH2:32][O:31][C:30]5=[O:33])=[CH:3][C:4]=4[CH3:26])=[O:9])[CH2:11][CH2:12]3)=[N:17][CH:18]=2)[CH2:25][CH2:24]1, predict the reactants needed to synthesize it. (4) Given the product [Cl:1][C:2]1[C:7]([OH:8])=[CH:6][CH:5]=[C:4]([I:9])[N:3]=1, predict the reactants needed to synthesize it. The reactants are: [Cl:1][C:2]1[C:7]([OH:8])=[CH:6][CH:5]=[CH:4][N:3]=1.[I-:9].[Na+].CC1C=CC(S(NCl)(=O)=O)=CC=1.Cl. (5) The reactants are: C(OC(=O)N[C@H]1CCNC1=O)(C)(C)C.[C:15]([O:19][C:20](=[O:31])[NH:21][C@H:22]1[CH2:26][CH2:25][N:24]([CH2:27][CH2:28][NH2:29])[C:23]1=[O:30])([CH3:18])([CH3:17])[CH3:16].[H-].[Na+].BrCC#N. Given the product [C:15]([O:19][C:20](=[O:31])[NH:21][C@H:22]1[CH2:26][CH2:25][N:24]([CH2:27][C:28]#[N:29])[C:23]1=[O:30])([CH3:18])([CH3:16])[CH3:17], predict the reactants needed to synthesize it. (6) Given the product [O:1]1[CH2:6][CH:5]([O:7][C:8](=[O:47])[NH:9][C@@H:10]([CH2:40][C:41]2[CH:46]=[CH:45][CH:44]=[CH:43][CH:42]=2)[C@H:11]([OH:39])[CH2:12][N:13]([CH2:31][C:32]([CH3:38])([CH3:37])[CH2:33][CH2:34][C:35]#[N:36])[S:14]([C:17]2[CH:22]=[CH:21][C:20]([OH:23])=[CH:19][CH:18]=2)(=[O:16])=[O:15])[CH2:4][O:3][CH2:2]1, predict the reactants needed to synthesize it. The reactants are: [O:1]1[CH2:6][CH:5]([O:7][C:8](=[O:47])[NH:9][C@@H:10]([CH2:40][C:41]2[CH:46]=[CH:45][CH:44]=[CH:43][CH:42]=2)[C@H:11]([OH:39])[CH2:12][N:13]([CH2:31][C:32]([CH3:38])([CH3:37])[CH2:33][CH2:34][C:35]#[N:36])[S:14]([C:17]2[CH:22]=[CH:21][C:20]([O:23]CC3C=CC=CC=3)=[CH:19][CH:18]=2)(=[O:16])=[O:15])[CH2:4][O:3][CH2:2]1.